Dataset: Full USPTO retrosynthesis dataset with 1.9M reactions from patents (1976-2016). Task: Predict the reactants needed to synthesize the given product. (1) Given the product [Cl:3][C:17]1[N:16]=[CH:15][N:14]=[C:13]2[N:9]([CH:8]=[CH:7][C:19]3[CH:24]=[CH:23][CH:22]=[CH:21][CH:20]=3)[N:10]=[CH:11][C:12]=12, predict the reactants needed to synthesize it. The reactants are: O=P(Cl)(Cl)[Cl:3].O[CH:7]([C:19]1[CH:24]=[CH:23][CH:22]=[CH:21][CH:20]=1)[CH2:8][N:9]1[C:13]2[N:14]=[CH:15][NH:16][C:17](=O)[C:12]=2[CH:11]=[N:10]1. (2) Given the product [C:6]([C:5]1[CH:8]=[CH:9][C:2]([CH:14]([C:13]([O:20][CH3:21])=[O:19])[C:15]([O:17][CH3:18])=[O:16])=[C:3]([N+:10]([O-:12])=[O:11])[CH:4]=1)#[N:7], predict the reactants needed to synthesize it. The reactants are: F[C:2]1[CH:9]=[CH:8][C:5]([C:6]#[N:7])=[CH:4][C:3]=1[N+:10]([O-:12])=[O:11].[C:13]([O:20][CH3:21])(=[O:19])[CH2:14][C:15]([O:17][CH3:18])=[O:16].[H-].[Na+].